This data is from Reaction yield outcomes from USPTO patents with 853,638 reactions. The task is: Predict the reaction yield, written as a fraction of the theoretical maximum amount of product (1.0 means a 100% yield; for example, 0.34 means a 34% yield). (1) The reactants are [Cl:1][C:2]1[C:3]([O:12][C:13]2[CH:18]=[C:17]([O:19][CH2:20][CH2:21][O:22][CH3:23])[CH:16]=[CH:15][C:14]=2/[CH:24]=[CH:25]/[C:26](OCC)=[O:27])=[N:4][CH:5]=[C:6]([C:8]([F:11])([F:10])[F:9])[CH:7]=1.[H-].C([Al+]CC(C)C)C(C)C.[Cl-].[NH4+]. The catalyst is C1(C)C=CC=CC=1. The product is [Cl:1][C:2]1[C:3]([O:12][C:13]2[CH:18]=[C:17]([O:19][CH2:20][CH2:21][O:22][CH3:23])[CH:16]=[CH:15][C:14]=2/[CH:24]=[CH:25]/[CH2:26][OH:27])=[N:4][CH:5]=[C:6]([C:8]([F:10])([F:9])[F:11])[CH:7]=1. The yield is 0.970. (2) The reactants are [OH:1][C@@H:2]1[CH2:5][C@H:4]([C:6]([O:8][CH2:9][CH3:10])=[O:7])[CH2:3]1.C([O-])([O-])=O.[K+].[K+].Br[CH2:18][C:19]1[CH:26]=[CH:25][C:22]([C:23]#[N:24])=[CH:21][CH:20]=1. The catalyst is CN(C=O)C. The product is [C:23]([C:22]1[CH:25]=[CH:26][C:19]([CH2:18][O:1][C@@H:2]2[CH2:5][C@H:4]([C:6]([O:8][CH2:9][CH3:10])=[O:7])[CH2:3]2)=[CH:20][CH:21]=1)#[N:24]. The yield is 0.950. (3) The reactants are Cl.[CH3:2][C:3]1([CH3:24])[C:12]2[C:7](=[CH:8][CH:9]=[C:10]([C:13]#[N:14])[CH:11]=2)[NH:6][CH:5]([C:15]2[CH:20]=[CH:19][CH:18]=[C:17]([N+:21]([O-])=O)[CH:16]=2)[CH2:4]1. The catalyst is C(O)C.O.[Fe]. The product is [NH2:21][C:17]1[CH:16]=[C:15]([CH:5]2[CH2:4][C:3]([CH3:2])([CH3:24])[C:12]3[C:7](=[CH:8][CH:9]=[C:10]([C:13]#[N:14])[CH:11]=3)[NH:6]2)[CH:20]=[CH:19][CH:18]=1. The yield is 0.850. (4) The reactants are Br[C:2]1[CH:7]=[CH:6][C:5]([CH:8]([CH3:18])[CH2:9][O:10][Si:11]([C:14]([CH3:17])([CH3:16])[CH3:15])([CH3:13])[CH3:12])=[CH:4][CH:3]=1.[Li]CCCC.[B:24](OC)([O:27]C)[O:25]C.Cl. No catalyst specified. The product is [Si:11]([O:10][CH2:9][CH:8]([C:5]1[CH:6]=[CH:7][C:2]([B:24]([OH:27])[OH:25])=[CH:3][CH:4]=1)[CH3:18])([C:14]([CH3:17])([CH3:16])[CH3:15])([CH3:13])[CH3:12]. The yield is 0.400. (5) The reactants are Br[C:2]1[CH:7]=[CH:6][CH:5]=[C:4]([CH2:8][F:9])[N:3]=1.[CH2:10]([N:14]1[N:18]=[C:17]2[CH:19]=[C:20]([F:24])[C:21]([F:23])=[CH:22][C:16]2=[N:15]1)[CH2:11][C:12]#[CH:13]. No catalyst specified. The product is [F:23][C:21]1[C:20]([F:24])=[CH:19][C:17]2=[N:18][N:14]([CH2:10][CH2:11][C:12]#[C:13][C:2]3[CH:7]=[CH:6][CH:5]=[C:4]([CH2:8][F:9])[N:3]=3)[N:15]=[C:16]2[CH:22]=1. The yield is 0.320. (6) The reactants are C(Cl)(=O)C(Cl)=O.CN(C)C=O.[C:12]([O:16][C:17](=[O:24])[NH:18][CH:19]([C:21](=O)[NH2:22])[CH3:20])([CH3:15])([CH3:14])[CH3:13].N1C=CC=CC=1. The catalyst is C(#N)C. The product is [C:12]([O:16][C:17](=[O:24])[NH:18][CH:19]([C:21]#[N:22])[CH3:20])([CH3:13])([CH3:14])[CH3:15]. The yield is 0.600.